Dataset: Catalyst prediction with 721,799 reactions and 888 catalyst types from USPTO. Task: Predict which catalyst facilitates the given reaction. (1) Reactant: [OH-].[Na+].C[O:4][C:5]([C:7]1[CH:12]=[N:11][C:10]([N:13]2[CH2:17][CH2:16][CH2:15][CH2:14]2)=[C:9]([O:18][CH2:19][CH:20]2[CH2:23][CH2:22][CH2:21]2)[N:8]=1)=[O:6].CO. Product: [CH:20]1([CH2:19][O:18][C:9]2[N:8]=[C:7]([C:5]([OH:6])=[O:4])[CH:12]=[N:11][C:10]=2[N:13]2[CH2:17][CH2:16][CH2:15][CH2:14]2)[CH2:23][CH2:22][CH2:21]1. The catalyst class is: 7. (2) Reactant: [Cl:1][C:2]1[CH:25]=[CH:24][C:23]([O:26][C@@H:27]([CH3:32])[C:28]([O:30][CH3:31])=[O:29])=[CH:22][C:3]=1[CH2:4][N:5]1[C:13]2[C:8](=[CH:9][C:10]([C:14]([O:16]CC=C)=[O:15])=[CH:11][CH:12]=2)[C:7]([CH3:20])=[C:6]1[CH3:21].N1CCOCC1. Product: [Cl:1][C:2]1[CH:25]=[CH:24][C:23]([O:26][C@@H:27]([CH3:32])[C:28]([O:30][CH3:31])=[O:29])=[CH:22][C:3]=1[CH2:4][N:5]1[C:13]2[C:8](=[CH:9][C:10]([C:14]([OH:16])=[O:15])=[CH:11][CH:12]=2)[C:7]([CH3:20])=[C:6]1[CH3:21]. The catalyst class is: 176. (3) Reactant: [CH2:1]([O:4][C:5]1[CH:18]=[CH:17][CH:16]=[CH:15][C:6]=1[CH2:7][C:8]1[C:9](N)=[N:10][NH:11][C:12]=1N)[CH:2]=[CH2:3].[PH2](O)=O.N([O-])=O.[Na+]. The catalyst class is: 6. Product: [CH2:1]([O:4][C:5]1[CH:18]=[CH:17][CH:16]=[CH:15][C:6]=1[CH2:7][C:8]1[CH:9]=[N:10][NH:11][CH:12]=1)[CH:2]=[CH2:3]. (4) Reactant: C(OC([N:8]1[CH2:13][CH2:12][N:11]([C:14]2[CH:19]=[CH:18][CH:17]=[C:16]([C:20]3[N:24]([CH3:25])[C:23]4[CH:26]=[CH:27][CH:28]=[CH:29][C:22]=4[N:21]=3)[CH:15]=2)[CH2:10][CH2:9]1)=O)(C)(C)C.[ClH:30]. Product: [ClH:30].[ClH:30].[CH3:25][N:24]1[C:23]2[CH:26]=[CH:27][CH:28]=[CH:29][C:22]=2[N:21]=[C:20]1[C:16]1[CH:17]=[CH:18][CH:19]=[C:14]([N:11]2[CH2:12][CH2:13][NH:8][CH2:9][CH2:10]2)[CH:15]=1. The catalyst class is: 275.